From a dataset of Full USPTO retrosynthesis dataset with 1.9M reactions from patents (1976-2016). Predict the reactants needed to synthesize the given product. (1) Given the product [Cl:19][C:17]1[CH:16]=[CH:15][C:14]([O:20][CH2:21][C:22]2[CH:23]=[CH:24][C:25]([Cl:28])=[CH:26][CH:27]=2)=[C:13]([CH:18]=1)[CH2:12][N:8]1[C:9]([CH3:11])=[CH:10][C:6]([CH2:5][CH2:4][C:3]([OH:29])=[O:2])=[N:7]1, predict the reactants needed to synthesize it. The reactants are: C[O:2][C:3](=[O:29])[CH2:4][CH2:5][C:6]1[CH:10]=[C:9]([CH3:11])[N:8]([CH2:12][C:13]2[CH:18]=[C:17]([Cl:19])[CH:16]=[CH:15][C:14]=2[O:20][CH2:21][C:22]2[CH:27]=[CH:26][C:25]([Cl:28])=[CH:24][CH:23]=2)[N:7]=1.[Li+].[OH-]. (2) Given the product [C:23]([O:22][C:21](=[O:27])[NH:20][C:12]1([C:7]2[CH:6]=[CH:5][C:4]3[C:9](=[CH:10][CH:11]=[C:2]([O:1][C@H:54]4[CH2:55][CH2:56][C@@H:51]([CH2:47][CH2:48][CH2:49][CH3:50])[CH2:52][CH2:53]4)[CH:3]=3)[CH:8]=2)[CH2:17][O:16][C:15]([CH3:19])([CH3:18])[O:14][CH2:13]1)([CH3:26])([CH3:25])[CH3:24], predict the reactants needed to synthesize it. The reactants are: [OH:1][C:2]1[CH:3]=[C:4]2[C:9](=[CH:10][CH:11]=1)[CH:8]=[C:7]([C:12]1([NH:20][C:21](=[O:27])[O:22][C:23]([CH3:26])([CH3:25])[CH3:24])[CH2:17][O:16][C:15]([CH3:19])([CH3:18])[O:14][CH2:13]1)[CH:6]=[CH:5]2.C1(P(C2C=CC=CC=2)C2C=CC=CC=2)C=CC=CC=1.[CH2:47]([C@H:51]1[CH2:56][CH2:55][C@H:54](O)[CH2:53][CH2:52]1)[CH2:48][CH2:49][CH3:50].N(C(OC(C)C)=O)=NC(OC(C)C)=O.